This data is from Reaction yield outcomes from USPTO patents with 853,638 reactions. The task is: Predict the reaction yield, written as a fraction of the theoretical maximum amount of product (1.0 means a 100% yield; for example, 0.34 means a 34% yield). The reactants are [N:1]12[CH2:8][CH2:7][C:4]([C:9]([C:17]3[CH:22]=[CH:21][CH:20]=[CH:19][CH:18]=3)([C:11]3[CH:16]=[CH:15][CH:14]=[CH:13][CH:12]=3)[OH:10])([CH2:5][CH2:6]1)[CH2:3][CH2:2]2.[C:23]1([CH2:29][O:30][CH2:31][CH2:32][CH2:33][Br:34])[CH:28]=[CH:27][CH:26]=[CH:25][CH:24]=1. The catalyst is CC#N. The product is [Br-:34].[OH:10][C:9]([C:17]1[CH:22]=[CH:21][CH:20]=[CH:19][CH:18]=1)([C:11]1[CH:12]=[CH:13][CH:14]=[CH:15][CH:16]=1)[C:4]12[CH2:5][CH2:6][N+:1]([CH2:33][CH2:32][CH2:31][O:30][CH2:29][C:23]3[CH:28]=[CH:27][CH:26]=[CH:25][CH:24]=3)([CH2:2][CH2:3]1)[CH2:8][CH2:7]2. The yield is 0.552.